This data is from Forward reaction prediction with 1.9M reactions from USPTO patents (1976-2016). The task is: Predict the product of the given reaction. (1) Given the reactants C1(P(C2C=CC=CC=2)C2C=CC=CC=2)C=CC=CC=1.[OH-].[Na+].[CH3:22]/[C:23](/[CH:31]=[O:32])=[CH:24]/[C:25]1[CH:30]=[CH:29][CH:28]=[CH:27][CH:26]=1.[H][H], predict the reaction product. The product is: [CH3:22]/[C:23](/[CH2:31][OH:32])=[CH:24]\[C:25]1[CH:30]=[CH:29][CH:28]=[CH:27][CH:26]=1. (2) Given the reactants C([NH:8][C@H:9]([C:11](N)=O)[CH3:10])(OC(C)(C)C)=O.F[B-](F)(F)F.C([O+](CC)CC)C.[F:26][C:27]1[CH:28]=[C:29]([NH:34][C:35]2[CH:36]=[N:37][CH:38]=[C:39]([F:41])[CH:40]=2)[C:30]([NH2:33])=[CH:31][CH:32]=1, predict the reaction product. The product is: [F:26][C:27]1[CH:32]=[CH:31][C:30]2[N:33]=[C:10]([C@@H:9]([NH2:8])[CH3:11])[N:34]([C:35]3[CH:36]=[N:37][CH:38]=[C:39]([F:41])[CH:40]=3)[C:29]=2[CH:28]=1. (3) Given the reactants [H-].[Al+3].[Li+].[H-].[H-].[H-].[F:7][C:8]1[C:16]2[C:12](=[CH:13][N:14]([CH3:17])[N:15]=2)[C:11]([CH:18]2[CH2:20][CH:19]2[C:21](OCC)=[O:22])=[CH:10][CH:9]=1.O.O.O.O.O.O.O.O.O.O.S([O-])([O-])(=O)=O.[Na+].[Na+], predict the reaction product. The product is: [F:7][C:8]1[C:16]2[C:12](=[CH:13][N:14]([CH3:17])[N:15]=2)[C:11]([CH:18]2[CH2:20][CH:19]2[CH2:21][OH:22])=[CH:10][CH:9]=1. (4) Given the reactants [NH2:1][CH2:2][CH2:3][NH:4][C:5](=[O:11])[O:6][C:7]([CH3:10])([CH3:9])[CH3:8].[C:12]1([CH2:18][S:19](Cl)(=[O:21])=[O:20])[CH:17]=[CH:16][CH:15]=[CH:14][CH:13]=1, predict the reaction product. The product is: [CH2:18]([S:19]([NH:1][CH2:2][CH2:3][NH:4][C:5](=[O:11])[O:6][C:7]([CH3:8])([CH3:10])[CH3:9])(=[O:21])=[O:20])[C:12]1[CH:17]=[CH:16][CH:15]=[CH:14][CH:13]=1. (5) Given the reactants [NH:1]1[C:9]2[C:4](=[CH:5][CH:6]=[CH:7][CH:8]=2)[CH:3]=[C:2]1[C:10]([N:12]1[CH2:17][CH2:16][N:15]([CH3:18])[CH2:14][CH2:13]1)=[O:11].P(Cl)(Cl)(Cl)=O.O.[OH-].[Na+].CN([CH:30]=[O:31])C, predict the reaction product. The product is: [CH3:18][N:15]1[CH2:14][CH2:13][N:12]([C:10]([C:2]2[NH:1][C:9]3[C:4]([C:3]=2[CH:30]=[O:31])=[CH:5][CH:6]=[CH:7][CH:8]=3)=[O:11])[CH2:17][CH2:16]1. (6) Given the reactants [ClH:1].[CH3:2][O:3][C:4]1[CH:5]=[C:6]2[C:11](=[CH:12][CH:13]=1)[CH:10]=[N+:9]([O-])[CH:8]=[CH:7]2, predict the reaction product. The product is: [Cl:1][C:10]1[C:11]2[C:6](=[CH:5][C:4]([O:3][CH3:2])=[CH:13][CH:12]=2)[CH:7]=[CH:8][N:9]=1.